From a dataset of Full USPTO retrosynthesis dataset with 1.9M reactions from patents (1976-2016). Predict the reactants needed to synthesize the given product. (1) Given the product [CH3:43][O:42][C:37]1[CH:38]=[CH:39][CH:40]=[CH:41][C:36]=1[C:33]1[CH:34]=[C:35]2[C:30](=[CH:31][CH:32]=1)[NH:29][C:28]([CH3:45])([CH3:44])[CH:27]=[C:26]2[CH2:25][NH:9][C:10]1[CH:15]=[CH:14][CH:13]=[CH:12][CH:11]=1, predict the reactants needed to synthesize it. The reactants are: C(SCC1[C:15]2[C:10](=[CH:11][CH:12]=[C:13](C3C=CC=CC=3)[CH:14]=2)[NH:9]C(C)(C)C=1)C=C.Br[CH2:25][C:26]1[C:35]2[C:30](=[CH:31][CH:32]=[C:33]([C:36]3[CH:41]=[CH:40][CH:39]=[CH:38][C:37]=3[O:42][CH3:43])[CH:34]=2)[NH:29][C:28]([CH3:45])([CH3:44])[CH:27]=1.C(=O)([O-])[O-].[K+].[K+].C(S)C=C. (2) Given the product [CH2:21]([C:11]1[CH:12]=[C:13]2[C:8](=[C:9]([CH3:23])[CH:10]=1)[N:7]=[C:6]([N:27]1[CH2:28][CH2:29][CH2:30][CH:26]1[CH3:25])[C:5]([C:3]([OH:2])=[O:4])=[C:14]2[C:15]1[CH:20]=[CH:19][CH:18]=[CH:17][CH:16]=1)[CH3:22], predict the reactants needed to synthesize it. The reactants are: C[O:2][C:3]([C:5]1[C:6](Cl)=[N:7][C:8]2[C:13]([C:14]=1[C:15]1[CH:20]=[CH:19][CH:18]=[CH:17][CH:16]=1)=[CH:12][C:11]([CH2:21][CH3:22])=[CH:10][C:9]=2[CH3:23])=[O:4].[CH3:25][CH:26]1[CH2:30][CH2:29][CH2:28][NH:27]1. (3) Given the product [Br:1][C:2]1[CH:3]=[C:4]([C:5](=[O:7])[CH3:15])[CH:8]=[C:9]([O:13][CH3:14])[C:10]=1[O:11][CH3:12], predict the reactants needed to synthesize it. The reactants are: [Br:1][C:2]1[CH:3]=[C:4]([CH:8]=[C:9]([O:13][CH3:14])[C:10]=1[O:11][CH3:12])[C:5]([OH:7])=O.[C:15](N)(=O)C1C=CC=CC=1. (4) Given the product [Br:1][C:2]1[CH:11]=[CH:10][C:9]2[N:8]=[CH:7][C:6]3[N:12]([CH3:24])[C:13](=[O:21])[N:14]([CH:15]4[CH2:16][CH2:17][O:18][CH2:19][CH2:20]4)[C:5]=3[C:4]=2[CH:3]=1, predict the reactants needed to synthesize it. The reactants are: [Br:1][C:2]1[CH:11]=[CH:10][C:9]2[N:8]=[CH:7][C:6]3[NH:12][C:13](=[O:21])[N:14]([CH:15]4[CH2:20][CH2:19][O:18][CH2:17][CH2:16]4)[C:5]=3[C:4]=2[CH:3]=1.[OH-].[Na+].[CH3:24]I. (5) Given the product [CH2:7]([C:5]1[S:6][C:2]([B:26]2[O:30][C:29]([CH3:32])([CH3:31])[C:28]([CH3:34])([CH3:33])[O:27]2)=[CH:3][N:4]=1)[CH:8]([CH3:10])[CH3:9], predict the reactants needed to synthesize it. The reactants are: Br[C:2]1[S:6][C:5]([CH2:7][CH:8]([CH3:10])[CH3:9])=[N:4][CH:3]=1.C([Li])CCC.CCCCCC.C(O[B:26]1[O:30][C:29]([CH3:32])([CH3:31])[C:28]([CH3:34])([CH3:33])[O:27]1)(C)C. (6) Given the product [C:29]([N:27]1[CH2:26][CH2:25][C:9]2[N:10]=[C:11]([NH:13][C:14]3[CH:19]=[CH:18][C:17]([C:20]4[O:24][CH:23]=[N:22][CH:21]=4)=[CH:16][CH:15]=3)[N:12]=[C:7]([N:37]([CH:34]3[CH2:36][CH2:35]3)[CH2:38][CH2:39][C:40]#[N:41])[C:8]=2[CH2:28]1)(=[O:31])[CH3:30], predict the reactants needed to synthesize it. The reactants are: FC(F)(F)S(O[C:7]1[C:8]2[CH2:28][N:27]([C:29](=[O:31])[CH3:30])[CH2:26][CH2:25][C:9]=2[N:10]=[C:11]([NH:13][C:14]2[CH:19]=[CH:18][C:17]([C:20]3[O:24][CH:23]=[N:22][CH:21]=3)=[CH:16][CH:15]=2)[N:12]=1)(=O)=O.[CH:34]1([NH:37][CH2:38][CH2:39][C:40]#[N:41])[CH2:36][CH2:35]1. (7) Given the product [Br:12][C:13]1[CH:18]=[CH:17][C:16]([NH:19][C:20]2[C:21]([C:29]3[NH:33][N:32]=[N:31][N:30]=3)=[CH:22][N:23]([CH3:28])[C:24](=[O:27])[C:25]=2[CH3:26])=[C:15]([F:38])[CH:14]=1, predict the reactants needed to synthesize it. The reactants are: C1CCN2C(=NCCC2)CC1.[Br:12][C:13]1[CH:18]=[CH:17][C:16]([NH:19][C:20]2[C:21]([C:29]3[N:33](CCC#N)[N:32]=[N:31][N:30]=3)=[CH:22][N:23]([CH3:28])[C:24](=[O:27])[C:25]=2[CH3:26])=[C:15]([F:38])[CH:14]=1. (8) Given the product [CH2:1]([O:5][C:6]1[CH:7]=[CH:8][C:9]2[O:10][C:11]3[C:12](=[CH:16][CH:17]=[CH:18][CH:19]=3)[C:13](=[O:15])[C:20]=2[CH:21]=1)[CH2:2][CH2:3][CH3:4], predict the reactants needed to synthesize it. The reactants are: [CH2:1]([O:5][C:6]1[CH:21]=[CH:20][C:9]([O:10][C:11]2[CH:19]=[CH:18][CH:17]=[CH:16][C:12]=2[C:13]([OH:15])=O)=[CH:8][CH:7]=1)[CH2:2][CH2:3][CH3:4].S(=O)(=O)(O)O. (9) Given the product [O:13]=[C:3]1[C:4]2[C:9](=[CH:8][CH:7]=[CH:6][CH:5]=2)[C:10](=[O:12])[CH:11]=[C:2]1[NH:1][C:21]([CH:16]1[CH2:20][CH2:19][CH2:18][CH2:17]1)=[O:22], predict the reactants needed to synthesize it. The reactants are: [NH2:1][C:2]1[C:3](=[O:13])[C:4]2[C:9]([C:10](=[O:12])[CH:11]=1)=[CH:8][CH:7]=[CH:6][CH:5]=2.[H-].[Na+].[CH:16]1([C:21](Cl)=[O:22])[CH2:20][CH2:19][CH2:18][CH2:17]1.